This data is from Full USPTO retrosynthesis dataset with 1.9M reactions from patents (1976-2016). The task is: Predict the reactants needed to synthesize the given product. (1) Given the product [C:36]([NH:39][C@@H:40]1[CH2:44][N:43]([C:21]2[N:20]=[CH:19][C:18]([N:16]([CH3:17])[C:14](=[O:15])[C:13]([C:5]3[CH:6]=[C:7]([C:9]([F:12])([F:11])[F:10])[CH:8]=[C:3]([C:2]([F:34])([F:1])[F:35])[CH:4]=3)([CH3:33])[CH3:32])=[C:23]([C:24]3[CH:29]=[CH:28][CH:27]=[CH:26][C:25]=3[Cl:30])[CH:22]=2)[C@H:42]([CH2:45][OH:46])[CH2:41]1)(=[O:38])[CH3:37], predict the reactants needed to synthesize it. The reactants are: [F:1][C:2]([F:35])([F:34])[C:3]1[CH:4]=[C:5]([C:13]([CH3:33])([CH3:32])[C:14]([N:16]([C:18]2[CH:19]=[N:20][C:21](Cl)=[CH:22][C:23]=2[C:24]2[CH:29]=[CH:28][CH:27]=[CH:26][C:25]=2[Cl:30])[CH3:17])=[O:15])[CH:6]=[C:7]([C:9]([F:12])([F:11])[F:10])[CH:8]=1.[C:36]([NH:39][C@@H:40]1[CH2:44][NH:43][C@H:42]([CH2:45][OH:46])[CH2:41]1)(=[O:38])[CH3:37].CS(C)=O.CC#N. (2) Given the product [OH:1][C:2]1[CH:7]=[CH:6][C:5]([CH2:8][CH2:9][S:10][CH:11]([CH2:15][C:16]2[CH:17]=[CH:18][C:19]([CH2:22][CH2:23][O:24][C:25]3[CH:26]=[CH:27][C:28]([O:31][S:32]([CH3:35])(=[O:33])=[O:34])=[CH:29][CH:30]=3)=[CH:20][CH:21]=2)[C:12](=[O:13])[S:44][CH2:42][CH3:43])=[CH:4][CH:3]=1, predict the reactants needed to synthesize it. The reactants are: [OH:1][C:2]1[CH:7]=[CH:6][C:5]([CH2:8][CH2:9][S:10][CH:11]([CH2:15][C:16]2[CH:21]=[CH:20][C:19]([CH2:22][CH2:23][O:24][C:25]3[CH:30]=[CH:29][C:28]([O:31][S:32]([CH3:35])(=[O:34])=[O:33])=[CH:27][CH:26]=3)=[CH:18][CH:17]=2)[C:12](O)=[O:13])=[CH:4][CH:3]=1.[Cl-].ClC=[N+](C)C.[CH2:42]([SH:44])[CH3:43].[OH-].[Na+]. (3) Given the product [Cl:1][C:2]1[CH:10]=[C:9]2[C:5]([CH2:6][CH:7]([C:11]([O:13][CH3:14])=[O:12])[NH:8]2)=[CH:4][CH:3]=1, predict the reactants needed to synthesize it. The reactants are: [Cl:1][C:2]1[CH:10]=[C:9]2[C:5]([CH:6]=[C:7]([C:11]([O:13][CH2:14]C)=[O:12])[NH:8]2)=[CH:4][CH:3]=1.[Mg].[Cl-].[NH4+].C(OCC)(=O)C. (4) The reactants are: [C:1]([O:5][C:6]([N:8]([C:28]([O:30][C:31]([CH3:34])([CH3:33])[CH3:32])=[O:29])[C:9]1[O:17][C:16]2[C:11](=[N:12][CH:13]=[C:14](/[CH:18]=[CH:19]/[CH2:20][O:21][CH3:22])[CH:15]=2)[C:10]=1[C:23]([O:25][CH2:26][CH3:27])=[O:24])=[O:7])([CH3:4])([CH3:3])[CH3:2]. Given the product [C:31]([O:30][C:28]([N:8]([C:6]([O:5][C:1]([CH3:2])([CH3:4])[CH3:3])=[O:7])[C:9]1[O:17][C:16]2[C:11](=[N:12][CH:13]=[C:14]([CH2:18][CH2:19][CH2:20][O:21][CH3:22])[CH:15]=2)[C:10]=1[C:23]([O:25][CH2:26][CH3:27])=[O:24])=[O:29])([CH3:34])([CH3:32])[CH3:33], predict the reactants needed to synthesize it.